Dataset: Drug-target binding data from BindingDB using IC50 measurements. Task: Regression. Given a target protein amino acid sequence and a drug SMILES string, predict the binding affinity score between them. We predict pIC50 (pIC50 = -log10(IC50 in M); higher means more potent). Dataset: bindingdb_ic50. The compound is COC(=O)c1cc(F)cc(N2CCc3nc(-c4ncccn4)ncc3C2)c1. The pIC50 is 4.9. The target protein (Q69422) has sequence MPVISTQTSPVPAPRTRKNKQTQASYPVSIKTSVERGQRAKRKVQRDARPRNYKIAGIHDGLQTLAQAALPAHGWGRQDPRHKSRNLGILLDYPLGWIGDVTTHTPLVGPLVAGAVVRPVCQIVRLLEDGVNWATGWFGVHLFVVCLLSLACPCSGARVTDPDTNTTILTNCCQRNQVIYCSPSTCLHEPGCVICADECWVPANPYISHPSNWTGTDSFLADHIDFVMGALVTCDALDIGELCGACVLVGDWLVRHWLIHIDLNETGTCYLEVPTGIDPGFLGFIGWMAGKVEAVIFLTKLASQVPYAIATMFSSVHYLAVGALIYYASRGKWYQLLLALMLYIEATSGNPIRVPTGCSIAEFCSPLMIPCPCHSYLSENVSEVICYSPKWTRPVTLEYNNSISWYPYTIPGARGCMVKFKNNTWGCCRIRNVPSYCTMGTDAVWNDTRNTYEACGVTPWLTTAWHNGSALKLAILQYPGSKEMFKPHNWMSGHLYFEGS....